The task is: Predict the product of the given reaction.. This data is from Forward reaction prediction with 1.9M reactions from USPTO patents (1976-2016). (1) Given the reactants [CH3:1][C:2]1([CH3:21])[CH2:7][CH2:6][CH:5]([NH:8][C:9]([C:11]2[CH:20]=[N:19][C:18]3[CH2:17][CH2:16][CH2:15][CH2:14][C:13]=3[N:12]=2)=[O:10])[CH2:4][CH2:3]1.C1C=C(Cl)C=C(C(OO)=[O:30])C=1, predict the reaction product. The product is: [CH3:1][C:2]1([CH3:21])[CH2:7][CH2:6][CH:5]([NH:8][C:9]([C:11]2[CH:20]=[N+:19]([O-:30])[C:18]3[CH2:17][CH2:16][CH2:15][CH2:14][C:13]=3[N:12]=2)=[O:10])[CH2:4][CH2:3]1. (2) Given the reactants [Br:1][C:2]1[CH:7]=[CH:6][C:5]([CH3:8])=[C:4]([CH2:9][C:10](Cl)(Cl)Cl)[CH:3]=1.[CH3:14][O-:15].[Na+].OS(O)(=O)=O.[OH2:22], predict the reaction product. The product is: [CH3:14][O:15][C:10](=[O:22])[CH2:9][C:4]1[CH:3]=[C:2]([Br:1])[CH:7]=[CH:6][C:5]=1[CH3:8]. (3) Given the reactants [CH:1]1([NH:4][C:5](=[O:23])[C:6]2[CH:11]=[C:10]([C:12]3[CH:13]=[C:14]4[C:18](=[CH:19][CH:20]=3)[NH:17][N:16]=[CH:15]4)[C:9]([CH3:21])=[C:8]([F:22])[CH:7]=2)[CH2:3][CH2:2]1.[H-].[Na+].Br[CH2:27][C:28]([O:30][CH3:31])=[O:29].O, predict the reaction product. The product is: [CH:1]1([NH:4][C:5]([C:6]2[CH:7]=[C:8]([F:22])[C:9]([CH3:21])=[C:10]([C:12]3[CH:13]=[C:14]4[C:18](=[CH:19][CH:20]=3)[N:17]([CH2:27][C:28]([O:30][CH3:31])=[O:29])[N:16]=[CH:15]4)[CH:11]=2)=[O:23])[CH2:2][CH2:3]1. (4) Given the reactants Br[C:2]1[C:11]2[C:6](=[CH:7][CH:8]=[CH:9][CH:10]=2)[CH:5]=[CH:4][C:3]=1[O:12][CH3:13].[F:14][C:15]1[CH:20]=[CH:19][CH:18]=[CH:17][C:16]=1B(O)O.C(O)C.C(=O)([O-])[O-].[Na+].[Na+], predict the reaction product. The product is: [F:14][C:15]1[CH:20]=[CH:19][CH:18]=[CH:17][C:16]=1[C:2]1[C:11]2[C:6](=[CH:7][CH:8]=[CH:9][CH:10]=2)[CH:5]=[CH:4][C:3]=1[O:12][CH3:13].